Regression. Given two drug SMILES strings and cell line genomic features, predict the synergy score measuring deviation from expected non-interaction effect. From a dataset of NCI-60 drug combinations with 297,098 pairs across 59 cell lines. (1) Drug 1: CC1=C2C(C(=O)C3(C(CC4C(C3C(C(C2(C)C)(CC1OC(=O)C(C(C5=CC=CC=C5)NC(=O)OC(C)(C)C)O)O)OC(=O)C6=CC=CC=C6)(CO4)OC(=O)C)O)C)O. Drug 2: CS(=O)(=O)CCNCC1=CC=C(O1)C2=CC3=C(C=C2)N=CN=C3NC4=CC(=C(C=C4)OCC5=CC(=CC=C5)F)Cl. Cell line: NCI/ADR-RES. Synergy scores: CSS=27.8, Synergy_ZIP=7.00, Synergy_Bliss=11.3, Synergy_Loewe=10.7, Synergy_HSA=10.5. (2) Synergy scores: CSS=53.5, Synergy_ZIP=-1.07, Synergy_Bliss=-0.864, Synergy_Loewe=0.115, Synergy_HSA=2.68. Cell line: SF-295. Drug 2: CC1CCCC2(C(O2)CC(NC(=O)CC(C(C(=O)C(C1O)C)(C)C)O)C(=CC3=CSC(=N3)C)C)C. Drug 1: C1=NC(=NC(=O)N1C2C(C(C(O2)CO)O)O)N.